This data is from Full USPTO retrosynthesis dataset with 1.9M reactions from patents (1976-2016). The task is: Predict the reactants needed to synthesize the given product. (1) Given the product [Br:1][C:2]1[CH:3]=[CH:4][C:5]([F:33])=[C:6]([C@:8]2([CH3:19])[CH2:9][O:10][C@@:11]([CH3:16])([C:12]([F:15])([F:14])[F:13])[C:17]([NH2:18])=[N:20]2)[CH:7]=1, predict the reactants needed to synthesize it. The reactants are: [Br:1][C:2]1[CH:3]=[CH:4][C:5]([F:33])=[C:6]([C@:8]([NH:20]S(C2C=CC=CC=2[N+]([O-])=O)(=O)=O)([CH3:19])[CH2:9][O:10][C@@:11]([C:17]#[N:18])([CH3:16])[C:12]([F:15])([F:14])[F:13])[CH:7]=1.C(N[C@H](C(O)=O)CS)(=O)C.C([O-])([O-])=O.[K+].[K+]. (2) Given the product [Cl:17][C:18]1[CH:26]=[CH:25][CH:24]=[CH:23][C:19]=1[C:20]([NH:1][C:2]1[CH:7]=[CH:6][CH:5]=[C:4]([C:8]([CH:10]2[CH2:15][CH2:14][N:13]([CH3:16])[CH2:12][CH2:11]2)=[O:9])[N:3]=1)=[O:21], predict the reactants needed to synthesize it. The reactants are: [NH2:1][C:2]1[CH:7]=[CH:6][CH:5]=[C:4]([C:8]([CH:10]2[CH2:15][CH2:14][N:13]([CH3:16])[CH2:12][CH2:11]2)=[O:9])[N:3]=1.[Cl:17][C:18]1[CH:26]=[CH:25][CH:24]=[CH:23][C:19]=1[C:20](Cl)=[O:21]. (3) The reactants are: [OH:1][C:2]1[CH:3]=[C:4]([CH:15]=[CH:16][CH:17]=1)[O:5][C:6]1[CH:14]=[CH:13][C:9]([C:10]([OH:12])=[O:11])=[CH:8][CH:7]=1.[H-].[Na+].[N+:20]([C:23]1[CH:28]=[C:27]([S:29]([C:32]([F:35])([F:34])[F:33])(=[O:31])=[O:30])[CH:26]=[CH:25][C:24]=1Cl)([O-:22])=[O:21]. Given the product [N+:20]([C:23]1[CH:28]=[C:27]([S:29]([C:32]([F:35])([F:33])[F:34])(=[O:30])=[O:31])[CH:26]=[CH:25][C:24]=1[O:1][C:2]1[CH:3]=[C:4]([CH:15]=[CH:16][CH:17]=1)[O:5][C:6]1[CH:14]=[CH:13][C:9]([C:10]([OH:12])=[O:11])=[CH:8][CH:7]=1)([O-:22])=[O:21], predict the reactants needed to synthesize it. (4) Given the product [CH3:20][O:21][C:22]1[CH:29]=[CH:28][CH:27]=[CH:26][C:23]=1[CH2:24][O:1][C:2]1[CH:3]=[C:4]([CH:7]=[C:8]([C:10]([F:11])([F:12])[F:13])[CH:9]=1)[CH:5]=[O:6], predict the reactants needed to synthesize it. The reactants are: [OH:1][C:2]1[CH:3]=[C:4]([CH:7]=[C:8]([C:10]([F:13])([F:12])[F:11])[CH:9]=1)[CH:5]=[O:6].C([O-])([O-])=O.[K+].[K+].[CH3:20][O:21][C:22]1[CH:29]=[CH:28][CH:27]=[CH:26][C:23]=1[CH2:24]Cl.